This data is from Forward reaction prediction with 1.9M reactions from USPTO patents (1976-2016). The task is: Predict the product of the given reaction. (1) The product is: [Br:19][C:20]1[CH:21]=[C:22]([CH:25]=[C:26]([O:28][C:29]([F:30])([F:31])[F:32])[CH:27]=1)/[CH:23]=[C:8]1/[C:9](=[O:12])[C:10]2[C:6]([CH2:7]/1)=[CH:5][C:4]([N:13]1[CH2:14][CH2:15][O:16][CH2:17][CH2:18]1)=[C:3]([O:2][CH3:1])[CH:11]=2. Given the reactants [CH3:1][O:2][C:3]1[CH:11]=[C:10]2[C:6]([CH2:7][CH2:8][C:9]2=[O:12])=[CH:5][C:4]=1[N:13]1[CH2:18][CH2:17][O:16][CH2:15][CH2:14]1.[Br:19][C:20]1[CH:21]=[C:22]([CH:25]=[C:26]([O:28][C:29]([F:32])([F:31])[F:30])[CH:27]=1)[CH:23]=O.CC1C=CC(S(O)(=O)=O)=CC=1, predict the reaction product. (2) Given the reactants Br[C:2]1[CH:10]=[C:9]2[C:5]([CH:6]=[CH:7][NH:8]2)=[CH:4][CH:3]=1.CCCCC.[Cl-].[C:17]([O:21][C:22](=[O:25])[CH2:23][Zn+])([CH3:20])([CH3:19])[CH3:18], predict the reaction product. The product is: [C:17]([O:21][C:22](=[O:25])[CH2:23][C:2]1[CH:10]=[C:9]2[C:5]([CH:6]=[CH:7][NH:8]2)=[CH:4][CH:3]=1)([CH3:20])([CH3:19])[CH3:18]. (3) The product is: [CH3:24][C:25]1[CH:26]=[N:27][N:28]([C:2]2[CH:3]=[N:4][N:5]3[CH2:10][CH2:9][N:8]([C:11]([O:13][C:14]([CH3:17])([CH3:16])[CH3:15])=[O:12])[CH2:7][C:6]=23)[CH:29]=1. Given the reactants I[C:2]1[CH:3]=[N:4][N:5]2[CH2:10][CH2:9][N:8]([C:11]([O:13][C:14]([CH3:17])([CH3:16])[CH3:15])=[O:12])[CH2:7][C:6]=12.C([O-])([O-])=O.[Cs+].[Cs+].[CH3:24][C:25]1[CH:26]=[N:27][NH:28][CH:29]=1, predict the reaction product. (4) The product is: [C:1]1([C@H:13]2[C@H:17]([C:18]3[C:26]4[C:21](=[CH:22][CH:23]=[CH:24][CH:25]=4)[NH:20][CH:19]=3)[C:16](=[O:27])[N:15]([CH2:28][O:29][P:39](=[O:48])([O:40][CH2:41][C:42]3[CH:47]=[CH:46][CH:45]=[CH:44][CH:43]=3)[O:38][CH2:31][C:32]3[CH:37]=[CH:36][CH:35]=[CH:34][CH:33]=3)[C:14]2=[O:30])[C:11]2=[C:12]3[C:7](=[CH:8][CH:9]=[CH:10]2)[CH2:6][CH2:5][CH2:4][N:3]3[CH:2]=1. Given the reactants [C:1]1([C@H:13]2[C@H:17]([C:18]3[C:26]4[C:21](=[CH:22][CH:23]=[CH:24][CH:25]=4)[NH:20][CH:19]=3)[C:16](=[O:27])[N:15]([CH2:28][OH:29])[C:14]2=[O:30])[C:11]2=[C:12]3[C:7](=[CH:8][CH:9]=[CH:10]2)[CH2:6][CH2:5][CH2:4][N:3]3[CH:2]=1.[CH2:31]([O:38][P:39](N)(=[O:48])[O:40][CH2:41][C:42]1[CH:47]=[CH:46][CH:45]=[CH:44][CH:43]=1)[C:32]1[CH:37]=[CH:36][CH:35]=[CH:34][CH:33]=1.N1C=NN=N1.ClC1C=CC=C(C(OO)=O)C=1, predict the reaction product. (5) Given the reactants [C:1]([C:3]1[CH:8]=[CH:7][C:6]([OH:9])=[CH:5][CH:4]=1)#[N:2].[H-].[Na+].CS(O[CH2:17][C@@H:18]1[O:22][C:21](=[O:23])[N:20]([C:24]2[CH:38]=[CH:37][C:27]3[CH2:28][CH2:29][N:30]([CH:33]4[CH2:36][CH2:35][CH2:34]4)[CH2:31][CH2:32][C:26]=3[CH:25]=2)[CH2:19]1)(=O)=O, predict the reaction product. The product is: [CH:33]1([N:30]2[CH2:29][CH2:28][C:27]3[CH:37]=[CH:38][C:24]([N:20]4[CH2:19][C@H:18]([CH2:17][O:9][C:6]5[CH:7]=[CH:8][C:3]([C:1]#[N:2])=[CH:4][CH:5]=5)[O:22][C:21]4=[O:23])=[CH:25][C:26]=3[CH2:32][CH2:31]2)[CH2:34][CH2:35][CH2:36]1. (6) Given the reactants [NH:1]1[CH2:4][CH2:3][CH2:2]1.C[O:6][C:7]([C:9]1[C:13]([NH:14][C:15]([C:17]2[C:22]([NH:23][C:24]3[CH:25]=[N:26][CH:27]=[N:28][CH:29]=3)=[CH:21][CH:20]=[C:19]([CH:30]3[CH2:32][CH2:31]3)[N:18]=2)=[O:16])=[CH:12][N:11]([CH3:33])[N:10]=1)=O, predict the reaction product. The product is: [N:1]1([C:7]([C:9]2[C:13]([NH:14][C:15]([C:17]3[C:22]([NH:23][C:24]4[CH:25]=[N:26][CH:27]=[N:28][CH:29]=4)=[CH:21][CH:20]=[C:19]([CH:30]4[CH2:32][CH2:31]4)[N:18]=3)=[O:16])=[CH:12][N:11]([CH3:33])[N:10]=2)=[O:6])[CH2:4][CH2:3][CH2:2]1. (7) The product is: [Br:20][C:14]1[CH:13]=[C:12]([C:11]2[C:6]3[C:7](=[N:8][C:3]([NH2:2])=[N:4][CH:5]=3)[N:9]([CH3:21])[N:10]=2)[CH:17]=[C:16]([F:18])[C:15]=1[O:19][CH2:31][CH2:30][O:29][CH3:28]. Given the reactants Cl.[NH2:2][C:3]1[N:8]=[C:7]2[N:9]([CH3:21])[N:10]=[C:11]([C:12]3[CH:17]=[C:16]([F:18])[C:15]([OH:19])=[C:14]([Br:20])[CH:13]=3)[C:6]2=[CH:5][N:4]=1.C([O-])([O-])=O.[K+].[K+].[CH3:28][O:29][CH2:30][CH2:31]Br, predict the reaction product. (8) Given the reactants Cl.[NH:2]([C:4]1[CH:12]=[CH:11][CH:10]=[CH:9][C:5]=1[C:6]([OH:8])=O)[NH2:3].[C:13](/[C:15](=[CH:21]\OCC)/[C:16]([O:18]CC)=[O:17])#[N:14].C([O-])(=O)C.[Na+].[OH-].[Na+], predict the reaction product. The product is: [O:8]=[C:6]1[C:5]2[C:4](=[CH:12][CH:11]=[CH:10][CH:9]=2)[N:2]2[N:3]=[CH:21][C:15]([C:16]([OH:18])=[O:17])=[C:13]2[NH:14]1. (9) Given the reactants [C:1]([N:5]([C:21](=[O:30])[C:22]1[CH:27]=[C:26]([CH3:28])[CH:25]=[C:24]([CH3:29])[CH:23]=1)[NH:6][C:7]([C:9]1[CH:20]=[CH:19][C:12]2[B:13]([OH:18])N(C)N=[CH:16][C:11]=2[CH:10]=1)=[O:8])([CH3:4])([CH3:3])[CH3:2].[C:31]([NH:34][NH2:35])(=[O:33])[CH3:32], predict the reaction product. The product is: [C:31]([N:34]1[B:13]([OH:18])[C:12]2[CH:19]=[CH:20][C:9]([C:7]([NH:6][N:5]([C:1]([CH3:4])([CH3:3])[CH3:2])[C:21](=[O:30])[C:22]3[CH:23]=[C:24]([CH3:29])[CH:25]=[C:26]([CH3:28])[CH:27]=3)=[O:8])=[CH:10][C:11]=2[CH:16]=[N:35]1)(=[O:33])[CH3:32].